From a dataset of NCI-60 drug combinations with 297,098 pairs across 59 cell lines. Regression. Given two drug SMILES strings and cell line genomic features, predict the synergy score measuring deviation from expected non-interaction effect. (1) Drug 2: N.N.Cl[Pt+2]Cl. Drug 1: CC1C(C(CC(O1)OC2CC(CC3=C2C(=C4C(=C3O)C(=O)C5=C(C4=O)C(=CC=C5)OC)O)(C(=O)CO)O)N)O.Cl. Synergy scores: CSS=65.6, Synergy_ZIP=-1.10, Synergy_Bliss=-1.45, Synergy_Loewe=2.04, Synergy_HSA=5.12. Cell line: LOX IMVI. (2) Drug 1: C1CN1P(=S)(N2CC2)N3CC3. Drug 2: CC1CCCC2(C(O2)CC(NC(=O)CC(C(C(=O)C(C1O)C)(C)C)O)C(=CC3=CSC(=N3)C)C)C. Cell line: HOP-92. Synergy scores: CSS=26.9, Synergy_ZIP=-7.22, Synergy_Bliss=-5.97, Synergy_Loewe=-7.48, Synergy_HSA=-0.517. (3) Drug 1: C1=CC(=CC=C1CCC2=CNC3=C2C(=O)NC(=N3)N)C(=O)NC(CCC(=O)O)C(=O)O. Drug 2: CC12CCC3C(C1CCC2OP(=O)(O)O)CCC4=C3C=CC(=C4)OC(=O)N(CCCl)CCCl.[Na+]. Cell line: 786-0. Synergy scores: CSS=11.1, Synergy_ZIP=-6.78, Synergy_Bliss=-8.86, Synergy_Loewe=-24.9, Synergy_HSA=-8.10. (4) Drug 1: CC1CCC2CC(C(=CC=CC=CC(CC(C(=O)C(C(C(=CC(C(=O)CC(OC(=O)C3CCCCN3C(=O)C(=O)C1(O2)O)C(C)CC4CCC(C(C4)OC)OCCO)C)C)O)OC)C)C)C)OC. Drug 2: CC1=C(C(=O)C2=C(C1=O)N3CC4C(C3(C2COC(=O)N)OC)N4)N. Cell line: CAKI-1. Synergy scores: CSS=40.8, Synergy_ZIP=-6.55, Synergy_Bliss=-4.22, Synergy_Loewe=-4.60, Synergy_HSA=-2.80. (5) Drug 1: CC(C1=C(C=CC(=C1Cl)F)Cl)OC2=C(N=CC(=C2)C3=CN(N=C3)C4CCNCC4)N. Drug 2: CCN(CC)CCNC(=O)C1=C(NC(=C1C)C=C2C3=C(C=CC(=C3)F)NC2=O)C. Cell line: SW-620. Synergy scores: CSS=15.6, Synergy_ZIP=-0.425, Synergy_Bliss=1.96, Synergy_Loewe=-0.130, Synergy_HSA=-0.109. (6) Drug 1: C1=C(C(=O)NC(=O)N1)N(CCCl)CCCl. Drug 2: C1=NC(=NC(=O)N1C2C(C(C(O2)CO)O)O)N. Cell line: OVCAR-8. Synergy scores: CSS=19.1, Synergy_ZIP=-9.47, Synergy_Bliss=0.766, Synergy_Loewe=0.160, Synergy_HSA=1.85. (7) Drug 1: CNC(=O)C1=CC=CC=C1SC2=CC3=C(C=C2)C(=NN3)C=CC4=CC=CC=N4. Drug 2: C1CN(P(=O)(OC1)NCCCl)CCCl. Cell line: HCT116. Synergy scores: CSS=2.27, Synergy_ZIP=-3.14, Synergy_Bliss=-5.48, Synergy_Loewe=-16.8, Synergy_HSA=-5.88. (8) Drug 2: CCCCC(=O)OCC(=O)C1(CC(C2=C(C1)C(=C3C(=C2O)C(=O)C4=C(C3=O)C=CC=C4OC)O)OC5CC(C(C(O5)C)O)NC(=O)C(F)(F)F)O. Cell line: A498. Drug 1: CC=C1C(=O)NC(C(=O)OC2CC(=O)NC(C(=O)NC(CSSCCC=C2)C(=O)N1)C(C)C)C(C)C. Synergy scores: CSS=40.3, Synergy_ZIP=4.26, Synergy_Bliss=8.51, Synergy_Loewe=3.11, Synergy_HSA=8.39. (9) Cell line: MDA-MB-435. Drug 1: C1CCC(C1)C(CC#N)N2C=C(C=N2)C3=C4C=CNC4=NC=N3. Drug 2: CCC1=CC2CC(C3=C(CN(C2)C1)C4=CC=CC=C4N3)(C5=C(C=C6C(=C5)C78CCN9C7C(C=CC9)(C(C(C8N6C)(C(=O)OC)O)OC(=O)C)CC)OC)C(=O)OC.C(C(C(=O)O)O)(C(=O)O)O. Synergy scores: CSS=75.5, Synergy_ZIP=20.4, Synergy_Bliss=19.5, Synergy_Loewe=-17.1, Synergy_HSA=16.8. (10) Drug 1: CN1C(=O)N2C=NC(=C2N=N1)C(=O)N. Drug 2: CC1CCCC2(C(O2)CC(NC(=O)CC(C(C(=O)C(C1O)C)(C)C)O)C(=CC3=CSC(=N3)C)C)C. Cell line: HS 578T. Synergy scores: CSS=61.0, Synergy_ZIP=3.03, Synergy_Bliss=2.18, Synergy_Loewe=-30.6, Synergy_HSA=1.57.